Task: Predict the product of the given reaction.. Dataset: Forward reaction prediction with 1.9M reactions from USPTO patents (1976-2016) (1) Given the reactants [C:1]1([C:7]2[O:8][C:9]3[CH2:14][CH2:13][N:12]([C:15]4[N:22]=[CH:21][CH:20]=[CH:19][C:16]=4C#N)[CH2:11][C:10]=3[N:23]=2)[CH:6]=[CH:5][CH:4]=[CH:3][CH:2]=1.BrC1C=CC=CN=1, predict the reaction product. The product is: [C:1]1([C:7]2[O:8][C:9]3[CH2:14][CH2:13][N:12]([C:15]4[CH:16]=[CH:19][CH:20]=[CH:21][N:22]=4)[CH2:11][C:10]=3[N:23]=2)[CH:2]=[CH:3][CH:4]=[CH:5][CH:6]=1. (2) Given the reactants [CH3:1][O:2][C:3]1[C:16]([O:17][CH3:18])=[CH:15][C:6]([CH:7]=[C:8]([C:12](=[O:14])[CH3:13])[C:9](=O)[CH3:10])=[CH:5][CH:4]=1.[C:19]([CH2:21][C:22]([NH2:24])=[S:23])#[N:20].C(N(CC)CC)C, predict the reaction product. The product is: [C:12]([C:8]1[CH:9]([CH3:10])[NH:24][C:22](=[S:23])[CH:21]([C:19]#[N:20])[C:7]=1[C:6]1[CH:5]=[CH:4][C:3]([O:2][CH3:1])=[C:16]([O:17][CH3:18])[CH:15]=1)(=[O:14])[CH3:13]. (3) The product is: [CH2:32]([O:31][C:29]([CH2:28][CH2:11][CH2:12][CH:13]1[CH2:14][CH2:15][N:16]([C:19]([O:21][C:22]([CH3:23])([CH3:24])[CH3:25])=[O:20])[CH2:17][CH2:18]1)=[O:30])[CH3:33]. Given the reactants C1(C)C=CC(S(O[CH2:11][CH2:12][CH:13]2[CH2:18][CH2:17][N:16]([C:19]([O:21][C:22]([CH3:25])([CH3:24])[CH3:23])=[O:20])[CH2:15][CH2:14]2)(=O)=O)=CC=1.C(OCC)(=O)[CH2:28][C:29]([O:31][CH2:32][CH3:33])=[O:30].[O-]CC.[Na+].[Cl-].[NH4+].[Cl-].[Li+].O, predict the reaction product.